Dataset: Reaction yield outcomes from USPTO patents with 853,638 reactions. Task: Predict the reaction yield, written as a fraction of the theoretical maximum amount of product (1.0 means a 100% yield; for example, 0.34 means a 34% yield). The reactants are [C:1]1([C:7]2[CH:12]=[C:11]([CH:13]3[CH2:18][CH2:17][N:16]([O:19][CH3:20])[CH2:15][CH2:14]3)[CH:10]=[CH:9][C:8]=2[NH:21][C:22]([C:24]2[N:25](COCC[Si](C)(C)C)[CH:26]=[C:27]([C:29]#[N:30])[N:28]=2)=[O:23])[CH2:6][CH2:5][CH2:4][CH2:3][CH:2]=1.[C:39]([OH:45])([C:41]([F:44])([F:43])[F:42])=[O:40]. The catalyst is C(Cl)Cl.CCO. The product is [F:42][C:41]([F:44])([F:43])[C:39]([OH:45])=[O:40].[C:1]1([C:7]2[CH:12]=[C:11]([CH:13]3[CH2:18][CH2:17][N:16]([O:19][CH3:20])[CH2:15][CH2:14]3)[CH:10]=[CH:9][C:8]=2[NH:21][C:22]([C:24]2[NH:28][C:27]([C:29]#[N:30])=[CH:26][N:25]=2)=[O:23])[CH2:6][CH2:5][CH2:4][CH2:3][CH:2]=1. The yield is 0.580.